Task: Predict the product of the given reaction.. Dataset: Forward reaction prediction with 1.9M reactions from USPTO patents (1976-2016) Given the reactants [N+:1]([C:4]1[CH:9]=[CH:8][C:7]([C:10](=O)[CH3:11])=[CH:6][CH:5]=1)([O-:3])=[O:2].[C:13](#[N:17])[CH2:14][C:15]#[N:16], predict the reaction product. The product is: [N+:1]([C:4]1[CH:9]=[CH:8][C:7]([C:10](=[C:14]([C:13]#[N:17])[C:15]#[N:16])[CH3:11])=[CH:6][CH:5]=1)([O-:3])=[O:2].